From a dataset of Full USPTO retrosynthesis dataset with 1.9M reactions from patents (1976-2016). Predict the reactants needed to synthesize the given product. (1) The reactants are: [NH2:1][C:2]1[CH:3]=[C:4]([C:8]#[CH:9])[CH:5]=[CH:6][CH:7]=1.C(N(C(C)C)CC)(C)C.[O:19]=[C:20]1[N:24]([C:25]2[CH:30]=[CH:29][CH:28]=[CH:27][CH:26]=2)[CH2:23][CH2:22][N:21]1[C:31](Cl)=[O:32]. Given the product [C:8]([C:4]1[CH:3]=[C:2]([NH:1][C:31]([N:21]2[CH2:22][CH2:23][N:24]([C:25]3[CH:30]=[CH:29][CH:28]=[CH:27][CH:26]=3)[C:20]2=[O:19])=[O:32])[CH:7]=[CH:6][CH:5]=1)#[CH:9], predict the reactants needed to synthesize it. (2) The reactants are: CN(C(ON1N=NC2C=CC=CC1=2)=[N+](C)C)C.[B-](F)(F)(F)F.[F:23][C:24]([F:32])([F:31])[C:25]1([C:28](O)=[O:29])[CH2:27][CH2:26]1.[Cl:33][C:34]1[CH:41]=[CH:40][C:37]([CH2:38][NH2:39])=[CH:36][C:35]=1[N+:42]([O-:44])=[O:43]. Given the product [Cl:33][C:34]1[CH:41]=[CH:40][C:37]([CH2:38][NH:39][C:28]([C:25]2([C:24]([F:32])([F:31])[F:23])[CH2:27][CH2:26]2)=[O:29])=[CH:36][C:35]=1[N+:42]([O-:44])=[O:43], predict the reactants needed to synthesize it. (3) Given the product [CH:2]([C:11]1[CH:6]=[CH:7][C:8]([O:1][C:2]2[C:11]3[C:6](=[CH:7][C:8]([O:12][CH3:13])=[CH:9][CH:10]=3)[CH:5]=[CH:4][C:3]=2[C:14]2[CH:19]=[CH:18][CH:17]=[C:16]([O:20][CH3:21])[CH:15]=2)=[CH:9][CH:10]=1)=[O:1], predict the reactants needed to synthesize it. The reactants are: [OH:1][C:2]1[C:11]2[C:6](=[CH:7][C:8]([O:12][CH3:13])=[CH:9][CH:10]=2)[CH:5]=[CH:4][C:3]=1[C:14]1[CH:19]=[CH:18][CH:17]=[C:16]([O:20][CH3:21])[CH:15]=1.[H-].[Na+]. (4) Given the product [Cl:1][C:2]1[CH:3]=[C:4]([CH:11]([CH3:13])[CH3:12])[C:5]([C:8]([OH:10])=[O:9])=[N:6][CH:7]=1, predict the reactants needed to synthesize it. The reactants are: [Cl:1][C:2]1[CH:3]=[C:4]([C:11]([CH3:13])=[CH2:12])[C:5]([C:8]([OH:10])=[O:9])=[N:6][CH:7]=1.CCO. (5) Given the product [Br:1][C:2]1[CH:9]=[C:8]([B:10]([OH:14])[OH:11])[CH:7]=[C:4]([C:5]#[N:6])[CH:3]=1, predict the reactants needed to synthesize it. The reactants are: [Br:1][C:2]1[CH:3]=[C:4]([CH:7]=[C:8]([B:10]2[O:14]C(C)(C)C(C)(C)[O:11]2)[CH:9]=1)[C:5]#[N:6].Cl. (6) Given the product [ClH:14].[CH2:1]([N:4]1[CH2:9][CH:8]([O:10][C:18]2[CH:17]=[CH:16][C:15]([Cl:14])=[C:20]([Cl:21])[CH:19]=2)[C:7]2[S:11][CH:12]=[CH:13][C:6]=2[CH2:5]1)[CH:2]=[CH2:3], predict the reactants needed to synthesize it. The reactants are: [CH2:1]([N:4]1[CH2:9][CH:8]([OH:10])[C:7]2[S:11][CH:12]=[CH:13][C:6]=2[CH2:5]1)[CH:2]=[CH2:3].[Cl:14][C:15]1[CH:16]=[C:17](F)[CH:18]=[CH:19][C:20]=1[Cl:21]. (7) Given the product [C:1](=[N:12][NH:13][C:14]([NH2:16])=[O:15])([C:4]1[CH:5]=[CH:6][C:7]([Br:10])=[N:8][CH:9]=1)[CH3:2], predict the reactants needed to synthesize it. The reactants are: [C:1]([C:4]1[CH:5]=[CH:6][C:7]([Br:10])=[N:8][CH:9]=1)(=O)[CH3:2].Cl.[NH2:12][NH:13][C:14]([NH2:16])=[O:15].C(O)(=O)C. (8) Given the product [NH2:15][C:14]1[N:13]=[CH:12][N:11]=[C:10]2[N:6]([CH2:5][CH:2]3[CH2:3][CH2:4][N:1]3[C:33](=[O:34])[CH2:32][C:30]#[N:31])[N:7]=[C:8]([C:16]3[CH:21]=[CH:20][C:19]([O:22][C:23]4[CH:24]=[CH:25][CH:26]=[CH:27][CH:28]=4)=[CH:18][C:17]=3[F:29])[C:9]=12, predict the reactants needed to synthesize it. The reactants are: [NH:1]1[CH2:4][CH2:3][CH:2]1[CH2:5][N:6]1[C:10]2=[N:11][CH:12]=[N:13][C:14]([NH2:15])=[C:9]2[C:8]([C:16]2[CH:21]=[CH:20][C:19]([O:22][C:23]3[CH:28]=[CH:27][CH:26]=[CH:25][CH:24]=3)=[CH:18][C:17]=2[F:29])=[N:7]1.[C:30]([CH2:32][C:33](O)=[O:34])#[N:31].C(P1(=O)OP(CCC)(=O)OP(CCC)(=O)O1)CC.